Dataset: Catalyst prediction with 721,799 reactions and 888 catalyst types from USPTO. Task: Predict which catalyst facilitates the given reaction. (1) Reactant: [ClH:1].[F:2][C:3]1[CH:8]=[CH:7][C:6]([C:9](=[O:12])[NH:10][CH3:11])=[CH:5][C:4]=1[C:13]1[CH:18]=[CH:17][CH:16]=[C:15]([CH2:19][C@H:20]([NH:35][C:36]([C@H:38]2[CH2:43][CH2:42][C@H:41]([CH2:44][NH:45]C(=O)OC(C)(C)C)[CH2:40][CH2:39]2)=[O:37])[C:21](=[O:34])[NH:22][C:23]2[CH:28]=[CH:27][C:26]([C:29]3[NH:33][N:32]=[N:31][N:30]=3)=[CH:25][CH:24]=2)[CH:14]=1.C(#N)C. Product: [ClH:1].[NH2:45][CH2:44][C@H:41]1[CH2:40][CH2:39][C@H:38]([C:36]([NH:35][C@H:20]([C:21](=[O:34])[NH:22][C:23]2[CH:24]=[CH:25][C:26]([C:29]3[NH:33][N:32]=[N:31][N:30]=3)=[CH:27][CH:28]=2)[CH2:19][C:15]2[CH:14]=[C:13]([C:4]3[C:3]([F:2])=[CH:8][CH:7]=[C:6]([C:9]([NH:10][CH3:11])=[O:12])[CH:5]=3)[CH:18]=[CH:17][CH:16]=2)=[O:37])[CH2:43][CH2:42]1. The catalyst class is: 12. (2) Reactant: [F:1][C:2]([F:27])([CH2:23][CH2:24][CH2:25][CH3:26])[CH:3]([OH:22])[CH2:4][CH2:5][C@@H:6]1[C@@H:13]2[C@@H:9]([O:10][C:11](=[O:14])[CH2:12]2)[CH2:8][C@H:7]1[O:15][CH:16]1[CH2:21][CH2:20][CH2:19][CH2:18][O:17]1.CC(C[AlH]CC(C)C)C. Product: [F:27][C:2]([F:1])([CH2:23][CH2:24][CH2:25][CH3:26])[CH:3]([OH:22])[CH2:4][CH2:5][C@@H:6]1[C@@H:13]2[C@@H:9]([O:10][CH:11]([OH:14])[CH2:12]2)[CH2:8][C@H:7]1[O:15][CH:16]1[CH2:21][CH2:20][CH2:19][CH2:18][O:17]1. The catalyst class is: 11. (3) Reactant: [CH3:1][O:2][C:3](=[O:13])[C:4]1[CH:12]=[CH:11][C:8]([O:9][CH3:10])=[C:6]([OH:7])[CH:5]=1.C(=O)([O-])[O-].[K+].[K+].O([CH2:28][C:29]([F:32])([F:31])[F:30])S(C(F)(F)F)(=O)=O. Product: [CH3:10][O:9][C:8]1[CH:11]=[CH:12][C:4]([C:3]([O:2][CH3:1])=[O:13])=[CH:5][C:6]=1[O:7][CH2:28][C:29]([F:32])([F:31])[F:30]. The catalyst class is: 85. (4) Reactant: C[O:2][C:3]1[C:21]([CH3:22])=[C:20]([CH3:23])[C:19]([O:24]C)=[C:18]([CH3:26])[C:4]=1[CH2:5][C:6]1[CH:7]=[CH:8][C:9]([O:15][CH2:16][CH3:17])=[C:10]([CH:14]=1)[C:11]([OH:13])=[O:12].[O:27]=[N+]([O-])[O-].[O-][N+](=O)[O-].[O-][N+](=O)[O-].[O-][N+](=O)[O-].[O-][N+](=O)[O-].[O-][N+](=O)[O-].[Ce+4].[NH4+].[NH4+]. Product: [CH3:26][C:18]1[C:19](=[O:24])[C:20]([CH3:23])=[C:21]([CH3:22])[C:3](=[O:2])[C:4]=1[CH2:5][C:6]1[CH:7]=[CH:8][C:9]([O:15][C:16](=[O:27])[CH3:17])=[C:10]([CH:14]=1)[C:11]([OH:13])=[O:12]. The catalyst class is: 47.